This data is from Peptide-MHC class II binding affinity with 134,281 pairs from IEDB. The task is: Regression. Given a peptide amino acid sequence and an MHC pseudo amino acid sequence, predict their binding affinity value. This is MHC class II binding data. (1) The peptide sequence is WLLIEVLKGMKTTSE. The MHC is DRB3_0101 with pseudo-sequence DRB3_0101. The binding affinity (normalized) is 0.184. (2) The peptide sequence is LTKLAAAWGGSGSEA. The MHC is DRB1_0405 with pseudo-sequence DRB1_0405. The binding affinity (normalized) is 0.152. (3) The peptide sequence is PIYIVTPTNASHIQS. The MHC is HLA-DPA10103-DPB10301 with pseudo-sequence HLA-DPA10103-DPB10301. The binding affinity (normalized) is 0.118. (4) The peptide sequence is TIRVLALGNQEGSLK. The MHC is DRB1_0802 with pseudo-sequence DRB1_0802. The binding affinity (normalized) is 0.587.